From a dataset of Reaction yield outcomes from USPTO patents with 853,638 reactions. Predict the reaction yield, written as a fraction of the theoretical maximum amount of product (1.0 means a 100% yield; for example, 0.34 means a 34% yield). (1) The reactants are [NH2:1][C:2]1[N:3]([CH3:25])[C:4](=[O:24])[C:5]2([C:15]3[C:10](=[CH:11][CH:12]=[C:13](Br)[CH:14]=3)[O:9][CH:8]([C:17]3[CH:22]=[CH:21][C:20]([F:23])=[CH:19][CH:18]=3)[CH2:7]2)[N:6]=1.[C:26]([C:28]1[CH:29]=[C:30](B(O)O)[CH:31]=[CH:32][CH:33]=1)#[N:27]. The catalyst is O1CCOCC1.C([O-])([O-])=O.[Cs+].[Cs+].Cl[Pd](Cl)([P](C1C=CC=CC=1)(C1C=CC=CC=1)C1C=CC=CC=1)[P](C1C=CC=CC=1)(C1C=CC=CC=1)C1C=CC=CC=1. The product is [NH2:1][C:2]1[N:3]([CH3:25])[C:4](=[O:24])[C@:5]2([C:15]3[C:10](=[CH:11][CH:12]=[C:13]([C:32]4[CH:33]=[C:28]([CH:29]=[CH:30][CH:31]=4)[C:26]#[N:27])[CH:14]=3)[O:9][C@H:8]([C:17]3[CH:22]=[CH:21][C:20]([F:23])=[CH:19][CH:18]=3)[CH2:7]2)[N:6]=1.[NH2:1][C:2]1[N:3]([CH3:25])[C:4](=[O:24])[C:5]2([C:15]3[C:10](=[CH:11][CH:12]=[C:13]([C:32]4[CH:33]=[C:28]([CH:29]=[CH:30][CH:31]=4)[C:26]#[N:27])[CH:14]=3)[O:9][CH:8]([C:17]3[CH:22]=[CH:21][C:20]([F:23])=[CH:19][CH:18]=3)[CH2:7]2)[N:6]=1. The yield is 0.100. (2) The reactants are C([O:3][C:4]([C:6]1[C:7]([C:12]2[CH:17]=[CH:16][C:15]([F:18])=[CH:14][CH:13]=2)=[N:8][O:9][C:10]=1[CH3:11])=[O:5])C.[OH-].[Na+]. The catalyst is C(O)C.C1(C)C=CC=CC=1. The product is [F:18][C:15]1[CH:14]=[CH:13][C:12]([C:7]2[C:6]([C:4]([OH:5])=[O:3])=[C:10]([CH3:11])[O:9][N:8]=2)=[CH:17][CH:16]=1. The yield is 0.860. (3) The reactants are Br[C:2]1[CH:7]=[CH:6][C:5]([CH:8]([NH:13][C:14](=[O:25])[C:15]2[CH:20]=[CH:19][C:18]([C:21]([CH3:24])([CH3:23])[CH3:22])=[CH:17][CH:16]=2)[C:9]([O:11][CH3:12])=[O:10])=[CH:4][CH:3]=1.CC([O-])=O.[K+].[CH3:31][C:32]1([CH3:48])[C:36]([CH3:38])([CH3:37])[O:35][B:34]([B:34]2[O:35][C:36]([CH3:38])([CH3:37])[C:32]([CH3:48])([CH3:31])[O:33]2)[O:33]1. The catalyst is CS(C)=O. The product is [C:21]([C:18]1[CH:19]=[CH:20][C:15]([C:14]([NH:13][CH:8]([C:5]2[CH:6]=[CH:7][C:2]([B:34]3[O:35][C:36]([CH3:38])([CH3:37])[C:32]([CH3:48])([CH3:31])[O:33]3)=[CH:3][CH:4]=2)[C:9]([O:11][CH3:12])=[O:10])=[O:25])=[CH:16][CH:17]=1)([CH3:24])([CH3:23])[CH3:22]. The yield is 0.310.